From a dataset of NCI-60 drug combinations with 297,098 pairs across 59 cell lines. Regression. Given two drug SMILES strings and cell line genomic features, predict the synergy score measuring deviation from expected non-interaction effect. (1) Drug 2: COC1=NC(=NC2=C1N=CN2C3C(C(C(O3)CO)O)O)N. Drug 1: C1CCC(C1)C(CC#N)N2C=C(C=N2)C3=C4C=CNC4=NC=N3. Synergy scores: CSS=61.0, Synergy_ZIP=-0.539, Synergy_Bliss=-0.753, Synergy_Loewe=-14.2, Synergy_HSA=0.264. Cell line: MOLT-4. (2) Drug 1: C1CNP(=O)(OC1)N(CCCl)CCCl. Drug 2: C(CN)CNCCSP(=O)(O)O. Cell line: SK-OV-3. Synergy scores: CSS=-2.07, Synergy_ZIP=2.39, Synergy_Bliss=2.58, Synergy_Loewe=-5.16, Synergy_HSA=-3.83. (3) Drug 1: C1C(C(OC1N2C=C(C(=O)NC2=O)F)CO)O. Drug 2: C(CCl)NC(=O)N(CCCl)N=O. Cell line: KM12. Synergy scores: CSS=27.0, Synergy_ZIP=-3.11, Synergy_Bliss=-1.68, Synergy_Loewe=-10.4, Synergy_HSA=-0.0746.